This data is from NCI-60 drug combinations with 297,098 pairs across 59 cell lines. The task is: Regression. Given two drug SMILES strings and cell line genomic features, predict the synergy score measuring deviation from expected non-interaction effect. (1) Drug 1: CC12CCC3C(C1CCC2O)C(CC4=C3C=CC(=C4)O)CCCCCCCCCS(=O)CCCC(C(F)(F)F)(F)F. Drug 2: COCCOC1=C(C=C2C(=C1)C(=NC=N2)NC3=CC=CC(=C3)C#C)OCCOC.Cl. Cell line: HL-60(TB). Synergy scores: CSS=6.53, Synergy_ZIP=-1.01, Synergy_Bliss=1.11, Synergy_Loewe=3.35, Synergy_HSA=3.55. (2) Drug 1: C1=NC2=C(N1)C(=S)N=C(N2)N. Drug 2: CC1=C2C(C(=O)C3(C(CC4C(C3C(C(C2(C)C)(CC1OC(=O)C(C(C5=CC=CC=C5)NC(=O)OC(C)(C)C)O)O)OC(=O)C6=CC=CC=C6)(CO4)OC(=O)C)O)C)O. Cell line: SK-MEL-5. Synergy scores: CSS=27.2, Synergy_ZIP=-9.35, Synergy_Bliss=-4.85, Synergy_Loewe=-7.73, Synergy_HSA=-3.05. (3) Drug 1: COC1=CC(=CC(=C1O)OC)C2C3C(COC3=O)C(C4=CC5=C(C=C24)OCO5)OC6C(C(C7C(O6)COC(O7)C8=CC=CS8)O)O. Drug 2: CC1=CC=C(C=C1)C2=CC(=NN2C3=CC=C(C=C3)S(=O)(=O)N)C(F)(F)F. Cell line: SK-MEL-28. Synergy scores: CSS=2.67, Synergy_ZIP=-1.41, Synergy_Bliss=-2.56, Synergy_Loewe=-25.3, Synergy_HSA=-4.34. (4) Drug 1: CCC1=CC2CC(C3=C(CN(C2)C1)C4=CC=CC=C4N3)(C5=C(C=C6C(=C5)C78CCN9C7C(C=CC9)(C(C(C8N6C)(C(=O)OC)O)OC(=O)C)CC)OC)C(=O)OC.C(C(C(=O)O)O)(C(=O)O)O. Drug 2: C#CCC(CC1=CN=C2C(=N1)C(=NC(=N2)N)N)C3=CC=C(C=C3)C(=O)NC(CCC(=O)O)C(=O)O. Cell line: MDA-MB-435. Synergy scores: CSS=46.5, Synergy_ZIP=1.93, Synergy_Bliss=-0.0777, Synergy_Loewe=1.34, Synergy_HSA=1.43. (5) Drug 1: CC(C)NC(=O)C1=CC=C(C=C1)CNNC.Cl. Drug 2: N.N.Cl[Pt+2]Cl. Cell line: HT29. Synergy scores: CSS=14.5, Synergy_ZIP=-8.79, Synergy_Bliss=-1.51, Synergy_Loewe=-13.5, Synergy_HSA=-2.05.